Dataset: Forward reaction prediction with 1.9M reactions from USPTO patents (1976-2016). Task: Predict the product of the given reaction. (1) Given the reactants [C:1]([O:9][CH3:10])(=[O:8])[C:2]1[CH:7]=[CH:6][CH:5]=[N:4][CH:3]=1.[Br:11][CH2:12][CH2:13][OH:14], predict the reaction product. The product is: [Br-:11].[OH:14][CH2:13][CH2:12][N+:4]1[CH:5]=[CH:6][CH:7]=[C:2]([C:1]([O:9][CH3:10])=[O:8])[CH:3]=1. (2) Given the reactants Br[C:2]1[N:6]([CH2:7][CH3:8])[C:5]2[CH:9]=[C:10]([Br:17])[C:11]([Br:16])=[C:12]([N+:13]([O-:15])=[O:14])[C:4]=2[N:3]=1.[NH:18]1[CH2:23][CH2:22][NH:21][CH2:20][C:19]1=[O:24], predict the reaction product. The product is: [Br:16][C:11]1[C:10]([Br:17])=[CH:9][C:5]2[N:6]([CH2:7][CH3:8])[C:2]([N:18]3[CH2:23][CH2:22][NH:21][CH2:20][C:19]3=[O:24])=[N:3][C:4]=2[C:12]=1[N+:13]([O-:15])=[O:14].